From a dataset of Forward reaction prediction with 1.9M reactions from USPTO patents (1976-2016). Predict the product of the given reaction. (1) Given the reactants C[O:2][C:3]1[CH:8]=[CH:7][C:6]([S:9][C:10]2[C:18]3[C:17]([NH:19][C@H:20]([C:22]4[N:27]([C:28]5[CH:33]=[CH:32][CH:31]=[CH:30][CH:29]=5)[C:26](=[O:34])[C:25]5=[C:35]([CH3:38])[CH:36]=[CH:37][N:24]5[N:23]=4)[CH3:21])=[N:16][CH:15]=[N:14][C:13]=3[N:12](COCC[Si](C)(C)C)[CH:11]=2)=[CH:5][CH:4]=1.B(Br)(Br)Br.N, predict the reaction product. The product is: [OH:2][C:3]1[CH:4]=[CH:5][C:6]([S:9][C:10]2[C:18]3[C:17]([NH:19][C@H:20]([C:22]4[N:27]([C:28]5[CH:33]=[CH:32][CH:31]=[CH:30][CH:29]=5)[C:26](=[O:34])[C:25]5=[C:35]([CH3:38])[CH:36]=[CH:37][N:24]5[N:23]=4)[CH3:21])=[N:16][CH:15]=[N:14][C:13]=3[NH:12][CH:11]=2)=[CH:7][CH:8]=1. (2) Given the reactants [CH3:1][CH:2]([CH3:38])[C@H:3]([N:7]1[CH2:15][C:14]2[C:9](=[CH:10][C:11]([C:16]3[CH:21]=[CH:20][C:19]([NH:22][C:23](=[O:36])[C:24]4[CH:29]=[CH:28][C:27]([N:30]5[CH2:35][CH2:34]O[CH2:32][CH2:31]5)=[N:26][CH:25]=4)=[CH:18][CH:17]=3)=[CH:12][CH:13]=2)[C:8]1=[O:37])[C:4]([OH:6])=[O:5].CC(C)[C@H](N1CC2C(=CC(C3C=CC(NC(=O)C4C=CC(N5CCCC5)=NC=4)=CC=3)=CC=2)C1=O)C(OC)=O, predict the reaction product. The product is: [CH3:38][CH:2]([CH3:1])[C@H:3]([N:7]1[CH2:15][C:14]2[C:9](=[CH:10][C:11]([C:16]3[CH:17]=[CH:18][C:19]([NH:22][C:23](=[O:36])[C:24]4[CH:29]=[CH:28][C:27]([N:30]5[CH2:31][CH2:32][CH2:34][CH2:35]5)=[N:26][CH:25]=4)=[CH:20][CH:21]=3)=[CH:12][CH:13]=2)[C:8]1=[O:37])[C:4]([OH:6])=[O:5].